From a dataset of Catalyst prediction with 721,799 reactions and 888 catalyst types from USPTO. Predict which catalyst facilitates the given reaction. (1) Reactant: [OH:1][C:2]1[CH:6]=[C:5]([C:7]([O:9]C)=[O:8])[O:4][N:3]=1.[C:11](=O)([O-])[O-].[K+].[K+].S(OC)(OC)(=O)=O.[OH-].[Na+].Cl. Product: [CH3:11][O:1][C:2]1[CH:6]=[C:5]([C:7]([OH:9])=[O:8])[O:4][N:3]=1. The catalyst class is: 3. (2) Reactant: [CH3:1][O:2][CH2:3][CH2:4][N:5]([C:7]1[CH:12]=[CH:11][C:10]([O:13][CH3:14])=[C:9]([N+:15]([O-])=O)[CH:8]=1)[CH3:6]. Product: [CH3:14][O:13][C:10]1[CH:11]=[CH:12][C:7]([N:5]([CH2:4][CH2:3][O:2][CH3:1])[CH3:6])=[CH:8][C:9]=1[NH2:15]. The catalyst class is: 19. (3) Reactant: [Cl:1][C:2]1[CH:3]=[C:4]([CH:30]=[CH:31][C:32]=1Cl)[CH2:5][CH:6]1[C:15]2[CH:14]=[C:13]([CH2:16][CH2:17][CH2:18][NH:19][S:20]([CH2:23][CH2:24][CH3:25])(=[O:22])=[O:21])[CH:12]=[CH:11][C:10]=2[CH2:9][CH2:8][CH:7]1[NH:26][CH:27]([CH3:29])[CH3:28].[H][H]. Product: [ClH:1].[CH2:5]([CH:6]1[C:15]2[CH:14]=[C:13]([CH2:16][CH2:17][CH2:18][NH:19][S:20]([CH2:23][CH2:24][CH3:25])(=[O:21])=[O:22])[CH:12]=[CH:11][C:10]=2[CH2:9][CH2:8][CH:7]1[NH:26][CH:27]([CH3:28])[CH3:29])[C:4]1[CH:30]=[CH:31][CH:32]=[CH:2][CH:3]=1. The catalyst class is: 293. (4) Reactant: [O:1]1[CH:6]=[CH:5][CH2:4][CH2:3][CH2:2]1.[OH:7][CH2:8][CH2:9][CH2:10][CH2:11][CH2:12][CH2:13][O:14][C:15]1[CH:23]=[CH:22][C:18]([C:19]([OH:21])=[O:20])=[CH:17][CH:16]=1.O.C1(C)C=CC(S(O)(=O)=O)=CC=1. Product: [O:1]1[CH2:2][CH2:3][CH2:4][CH2:5][CH:6]1[O:7][CH2:8][CH2:9][CH2:10][CH2:11][CH2:12][CH2:13][O:14][C:15]1[CH:16]=[CH:17][C:18]([C:19]([OH:21])=[O:20])=[CH:22][CH:23]=1. The catalyst class is: 27. (5) Reactant: [CH:1]([S:4](Cl)(=[O:6])=[O:5])([CH3:3])[CH3:2].[CH2:8]1[O:17][C:11]2([CH2:16][CH2:15][NH:14][CH2:13][CH2:12]2)[O:10][CH2:9]1.C(N(CC)CC)C. Product: [CH2:8]1[O:17][C:11]2([CH2:16][CH2:15][N:14]([S:4]([CH:1]([CH3:3])[CH3:2])(=[O:6])=[O:5])[CH2:13][CH2:12]2)[O:10][CH2:9]1. The catalyst class is: 4. (6) Reactant: [NH2:1][C:2]1[CH:6]=[CH:5][NH:4][C:3]=1[C:7]([O:9][CH2:10][CH3:11])=[O:8].C(N(CC)CC)C.[C:19](Cl)(=[O:21])[CH3:20]. Product: [C:19]([NH:1][C:2]1[CH:6]=[CH:5][NH:4][C:3]=1[C:7]([O:9][CH2:10][CH3:11])=[O:8])(=[O:21])[CH3:20]. The catalyst class is: 4. (7) Reactant: [C:1]([O:5][C:6]([NH:8][C:9]([NH2:11])=[S:10])=[O:7])([CH3:4])([CH3:3])[CH3:2].[CH2:12]([S:14][C:15](=O)[CH2:16]Br)[CH3:13]. Product: [C:1]([O:5][C:6](=[O:7])[NH:8][C:9]1[S:10][CH:13]=[C:12]([S:14][CH2:15][CH3:16])[N:11]=1)([CH3:4])([CH3:2])[CH3:3]. The catalyst class is: 8. (8) Reactant: [N-:1]=[N+]=[N-].[Na+].[O:5]1[C:9]2([CH2:14][CH2:13][CH:12]([N:15]3[CH:19]=[C:18]([C:20]4[CH:21]=[C:22]([NH:27][C:28]5[N:33]=[C:32]([C:34]([F:37])([F:36])[F:35])[CH:31]=[CH:30][N:29]=5)[CH:23]=[C:24]([CH3:26])[CH:25]=4)[CH:17]=[N:16]3)[CH2:11][CH2:10]2)OCC1.CS(O)(=O)=O.[OH-].[Na+]. Product: [CH3:26][C:24]1[CH:25]=[C:20]([C:18]2[CH:17]=[N:16][N:15]([CH:12]3[CH2:11][CH2:10][NH:1][C:9](=[O:5])[CH2:14][CH2:13]3)[CH:19]=2)[CH:21]=[C:22]([NH:27][C:28]2[N:33]=[C:32]([C:34]([F:35])([F:36])[F:37])[CH:31]=[CH:30][N:29]=2)[CH:23]=1. The catalyst class is: 146.